Dataset: NCI-60 drug combinations with 297,098 pairs across 59 cell lines. Task: Regression. Given two drug SMILES strings and cell line genomic features, predict the synergy score measuring deviation from expected non-interaction effect. (1) Drug 1: CC1=CC=C(C=C1)C2=CC(=NN2C3=CC=C(C=C3)S(=O)(=O)N)C(F)(F)F. Drug 2: C(CCl)NC(=O)N(CCCl)N=O. Cell line: BT-549. Synergy scores: CSS=2.83, Synergy_ZIP=-1.05, Synergy_Bliss=-0.981, Synergy_Loewe=-0.686, Synergy_HSA=-0.828. (2) Drug 1: C1=NC2=C(N1)C(=S)N=C(N2)N. Drug 2: CC(C)CN1C=NC2=C1C3=CC=CC=C3N=C2N. Cell line: UACC62. Synergy scores: CSS=28.8, Synergy_ZIP=2.17, Synergy_Bliss=2.14, Synergy_Loewe=-2.97, Synergy_HSA=0.456. (3) Drug 1: C1CN(P(=O)(OC1)NCCCl)CCCl. Drug 2: C(CCl)NC(=O)N(CCCl)N=O. Cell line: NCI-H226. Synergy scores: CSS=-0.0520, Synergy_ZIP=-0.288, Synergy_Bliss=-0.164, Synergy_Loewe=-0.100, Synergy_HSA=0.00674. (4) Drug 1: C1=CC(=CC=C1CCC2=CNC3=C2C(=O)NC(=N3)N)C(=O)NC(CCC(=O)O)C(=O)O. Drug 2: CC12CCC3C(C1CCC2O)C(CC4=C3C=CC(=C4)O)CCCCCCCCCS(=O)CCCC(C(F)(F)F)(F)F. Cell line: MCF7. Synergy scores: CSS=36.8, Synergy_ZIP=-8.62, Synergy_Bliss=-8.85, Synergy_Loewe=4.97, Synergy_HSA=6.15. (5) Drug 1: C1CC(CNC1)C2=CC=C(C=C2)N3C=C4C=CC=C(C4=N3)C(=O)N. Drug 2: CNC(=O)C1=NC=CC(=C1)OC2=CC=C(C=C2)NC(=O)NC3=CC(=C(C=C3)Cl)C(F)(F)F. Cell line: HCT116. Synergy scores: CSS=69.8, Synergy_ZIP=0.340, Synergy_Bliss=-0.319, Synergy_Loewe=-2.31, Synergy_HSA=4.58. (6) Drug 1: CC1=CC2C(CCC3(C2CCC3(C(=O)C)OC(=O)C)C)C4(C1=CC(=O)CC4)C. Drug 2: CCCS(=O)(=O)NC1=C(C(=C(C=C1)F)C(=O)C2=CNC3=C2C=C(C=N3)C4=CC=C(C=C4)Cl)F. Cell line: SF-539. Synergy scores: CSS=-3.23, Synergy_ZIP=-0.652, Synergy_Bliss=-3.31, Synergy_Loewe=-5.12, Synergy_HSA=-3.62. (7) Drug 1: COC1=C(C=C2C(=C1)N=CN=C2NC3=CC(=C(C=C3)F)Cl)OCCCN4CCOCC4. Drug 2: CC1=C(C(CCC1)(C)C)C=CC(=CC=CC(=CC(=O)O)C)C. Cell line: HCT116. Synergy scores: CSS=5.18, Synergy_ZIP=-2.13, Synergy_Bliss=1.00, Synergy_Loewe=-3.54, Synergy_HSA=1.06. (8) Drug 1: CN1CCC(CC1)COC2=C(C=C3C(=C2)N=CN=C3NC4=C(C=C(C=C4)Br)F)OC. Drug 2: C1CNP(=O)(OC1)N(CCCl)CCCl. Cell line: K-562. Synergy scores: CSS=31.0, Synergy_ZIP=-0.515, Synergy_Bliss=-3.97, Synergy_Loewe=-31.2, Synergy_HSA=-4.15. (9) Drug 1: C1=NC(=NC(=O)N1C2C(C(C(O2)CO)O)O)N. Drug 2: C1=CC=C(C=C1)NC(=O)CCCCCCC(=O)NO. Cell line: HS 578T. Synergy scores: CSS=17.0, Synergy_ZIP=-2.81, Synergy_Bliss=9.22, Synergy_Loewe=5.81, Synergy_HSA=8.53. (10) Drug 1: C1=CC(=C2C(=C1NCCNCCO)C(=O)C3=C(C=CC(=C3C2=O)O)O)NCCNCCO. Drug 2: CC(C)CN1C=NC2=C1C3=CC=CC=C3N=C2N. Cell line: M14. Synergy scores: CSS=23.5, Synergy_ZIP=3.21, Synergy_Bliss=5.08, Synergy_Loewe=-25.6, Synergy_HSA=4.20.